Dataset: Catalyst prediction with 721,799 reactions and 888 catalyst types from USPTO. Task: Predict which catalyst facilitates the given reaction. Reactant: [CH3:1][C:2]1[C:3]([C:11]([C:13]2[CH:18]=[CH:17][CH:16]=[CH:15][CH:14]=2)=[O:12])=[C:4]2[N:9]([CH:10]=1)[CH:8]=[CH:7][CH:6]=[CH:5]2.[CH3:19][O:20][C:21](=[O:25])[C:22](Cl)=[O:23]. Product: [CH3:19][O:20][C:21](=[O:25])[C:22]([C:10]1[N:9]2[C:4]([CH:5]=[CH:6][CH:7]=[CH:8]2)=[C:3]([C:11](=[O:12])[C:13]2[CH:18]=[CH:17][CH:16]=[CH:15][CH:14]=2)[C:2]=1[CH3:1])=[O:23]. The catalyst class is: 685.